From a dataset of Reaction yield outcomes from USPTO patents with 853,638 reactions. Predict the reaction yield, written as a fraction of the theoretical maximum amount of product (1.0 means a 100% yield; for example, 0.34 means a 34% yield). (1) The reactants are [NH2:1][C:2]1[C:7]([C:8]2[N:30]([C:31]3[CH:36]=[CH:35][C:34]([C:37]4([NH:41]C(=O)OC(C)(C)C)[CH2:40][CH2:39][CH2:38]4)=[CH:33][CH:32]=3)[C:11]3=[N:12][C:13]([C:16]4[CH:21]=[CH:20][CH:19]=[C:18]([N:22]5[CH2:27][CH2:26][O:25][C@H:24]([CH2:28][OH:29])[CH2:23]5)[CH:17]=4)=[CH:14][CH:15]=[C:10]3[N:9]=2)=[CH:6][CH:5]=[CH:4][N:3]=1.[ClH:49].O1CCOCC1. The catalyst is C(Cl)Cl. The product is [ClH:49].[ClH:49].[ClH:49].[NH2:41][C:37]1([C:34]2[CH:35]=[CH:36][C:31]([N:30]3[C:11]4=[N:12][C:13]([C:16]5[CH:17]=[C:18]([N:22]6[CH2:27][CH2:26][O:25][C@H:24]([CH2:28][OH:29])[CH2:23]6)[CH:19]=[CH:20][CH:21]=5)=[CH:14][CH:15]=[C:10]4[N:9]=[C:8]3[C:7]3[C:2]([NH2:1])=[N:3][CH:4]=[CH:5][CH:6]=3)=[CH:32][CH:33]=2)[CH2:38][CH2:39][CH2:40]1. The yield is 0.733. (2) The reactants are [Cl:1][C:2]1[C:3]2[NH:10][CH:9]=[C:8]([C@H:11]3[C@H:15]([OH:16])[C@H:14]([OH:17])[C@@H:13]([CH2:18][OH:19])[N:12]3[C:20]([O:22][C:23]([CH3:26])([CH3:25])[CH3:24])=[O:21])[C:4]=2[N:5]=[CH:6][N:7]=1.CO[C:29](OC)([CH3:31])[CH3:30]. The catalyst is CC(C)=O.O.CC1C=CC(S(O)(=O)=O)=CC=1. The product is [Cl:1][C:2]1[C:3]2[NH:10][CH:9]=[C:8]([C@@H:11]3[N:12]([C:20]([O:22][C:23]([CH3:26])([CH3:25])[CH3:24])=[O:21])[C@H:13]([CH2:18][OH:19])[C@H:14]4[O:17][C:29]([CH3:31])([CH3:30])[O:16][C@@H:15]34)[C:4]=2[N:5]=[CH:6][N:7]=1. The yield is 0.595. (3) The reactants are B(Br)(Br)Br.C1([O:10][C:11]2[C:20]([C:21]3[CH:26]=[CH:25][CH:24]=[CH:23][N:22]=3)=[CH:19][C:14]([C:15]([O:17][CH3:18])=[O:16])=[CH:13][N:12]=2)CCCC1. The catalyst is C(Cl)Cl. The product is [O:10]=[C:11]1[NH:12][CH:13]=[C:14]([C:15]([O:17][CH3:18])=[O:16])[CH:19]=[C:20]1[C:21]1[CH:26]=[CH:25][CH:24]=[CH:23][N:22]=1. The yield is 0.700. (4) The reactants are C([O:5][C:6]([C:8]1[O:9][C:10]2[CH:17]=[CH:16][C:15]([I:18])=[C:14]([O:19][CH3:20])[C:11]=2[C:12]=1[CH3:13])=[O:7])(C)(C)C.C(O)(C(F)(F)F)=O.ClCCl. No catalyst specified. The product is [I:18][C:15]1[CH:16]=[CH:17][C:10]2[O:9][C:8]([C:6]([OH:7])=[O:5])=[C:12]([CH3:13])[C:11]=2[C:14]=1[O:19][CH3:20]. The yield is 1.00.